This data is from Cav3 T-type calcium channel HTS with 100,875 compounds. The task is: Binary Classification. Given a drug SMILES string, predict its activity (active/inactive) in a high-throughput screening assay against a specified biological target. (1) The compound is S(C(C)C(=O)NC(=O)NCC)c1cc2OCCOc2cc1. The result is 0 (inactive). (2) The compound is S=C1NC2N(C(=O)N(C2N1)CC)CC. The result is 0 (inactive). (3) The compound is O=C1N(c2c(C31n1c([nH]c4c1cccc4)=c1c(=N3)cccc1)cccc2)C. The result is 0 (inactive). (4) The result is 0 (inactive). The molecule is OC(=O)c1c(n(nc1C)c1ccccc1)c1ccccc1.